From a dataset of Forward reaction prediction with 1.9M reactions from USPTO patents (1976-2016). Predict the product of the given reaction. (1) Given the reactants C(N1C=NN=C1C1C=CN=CC=1)C.C(N1C(C2C=CN=CC=2)=NN=C1[CH2:27][OH:28])C.C(N1C(C2C=CN=CC=2)=NN=C1C=O)C.[F:44][C:45]1[CH:46]=[C:47]([C:52]2[N:53]([CH3:58])[C:54](=S)[NH:55][N:56]=2)[CH:48]=[C:49]([F:51])[CH:50]=1, predict the reaction product. The product is: [F:44][C:45]1[CH:46]=[C:47]([C:52]2[N:53]([CH3:58])[C:54]([CH:27]=[O:28])=[N:55][N:56]=2)[CH:48]=[C:49]([F:51])[CH:50]=1. (2) The product is: [Cl:1][C:2]1[CH:3]=[C:4]([NH:8][S:9]([C:12]2[CH:13]=[CH:14][C:15]([C:16]([NH:32][C:29]3[S:30][CH:31]=[C:27]([C:22]4[CH:23]=[CH:24][CH:25]=[CH:26][N:21]=4)[N:28]=3)=[O:18])=[CH:19][CH:20]=2)(=[O:10])=[O:11])[CH:5]=[CH:6][CH:7]=1. Given the reactants [Cl:1][C:2]1[CH:3]=[C:4]([NH:8][S:9]([C:12]2[CH:20]=[CH:19][C:15]([C:16]([OH:18])=O)=[CH:14][CH:13]=2)(=[O:11])=[O:10])[CH:5]=[CH:6][CH:7]=1.[N:21]1[CH:26]=[CH:25][CH:24]=[CH:23][C:22]=1[C:27]1[N:28]=[C:29]([NH2:32])[S:30][CH:31]=1, predict the reaction product. (3) The product is: [CH2:21]1[C:22]2([CH2:29][CH2:28][NH:27][CH2:26][CH2:25]2)[CH2:23][CH2:24][N:20]1[C:18]([C:15]1[CH:16]=[C:17]2[C:12]([CH2:11][CH2:10][CH:9]2[NH:8][C:6](=[O:7])[C:5]2[CH:36]=[CH:37][CH:38]=[CH:39][C:4]=2[Cl:3])=[CH:13][CH:14]=1)=[O:19]. Given the reactants [OH-].[K+].[Cl:3][C:4]1[CH:39]=[CH:38][CH:37]=[CH:36][C:5]=1[C:6]([NH:8][CH:9]1[C:17]2[C:12](=[CH:13][CH:14]=[C:15]([C:18]([N:20]3[CH2:24][CH2:23][C:22]4([CH2:29][CH2:28][N:27](C(=O)C(F)(F)F)[CH2:26][CH2:25]4)[CH2:21]3)=[O:19])[CH:16]=2)[CH2:11][CH2:10]1)=[O:7], predict the reaction product. (4) Given the reactants [ClH:1].[CH3:2][CH:3]([CH3:45])[CH2:4][CH2:5][N:6]([CH2:40][CH2:41][CH:42]([CH3:44])[CH3:43])[C:7]([C:9]1[CH:10]=[CH:11][C:12]2[N:16]=[C:15]([NH:17][C:18]3[CH:27]=[CH:26][C:21]([C:22]([O:24][CH3:25])=[O:23])=[CH:20][CH:19]=3)[N:14]([CH2:28][CH2:29][CH2:30][NH:31]C(OC(C)(C)C)=O)[C:13]=2[CH:39]=1)=[O:8], predict the reaction product. The product is: [ClH:1].[ClH:1].[NH2:31][CH2:30][CH2:29][CH2:28][N:14]1[C:13]2[CH:39]=[C:9]([C:7]([N:6]([CH2:5][CH2:4][CH:3]([CH3:2])[CH3:45])[CH2:40][CH2:41][CH:42]([CH3:44])[CH3:43])=[O:8])[CH:10]=[CH:11][C:12]=2[N:16]=[C:15]1[NH:17][C:18]1[CH:27]=[CH:26][C:21]([C:22]([O:24][CH3:25])=[O:23])=[CH:20][CH:19]=1. (5) Given the reactants [C:1]([O:5][C:6](=[O:33])[NH:7][C@H:8]([C:18]1[C:23](Br)=[CH:22][CH:21]=[C:20]([C:25]#[C:26][C:27]2[CH:28]=[N:29][CH:30]=[N:31][CH:32]=2)[N:19]=1)[CH2:9][C:10]1[CH:15]=[C:14]([F:16])[CH:13]=[C:12]([F:17])[CH:11]=1)([CH3:4])([CH3:3])[CH3:2].CC1(C)C(C)(C)OB([C:42]2[CH:50]=[C:49]3[C:45]([CH2:46][NH:47][C:48]3=[O:51])=[CH:44][CH:43]=2)O1.[Li+].[Cl-].C([O-])([O-])=O.[Na+].[Na+], predict the reaction product. The product is: [C:1]([O:5][C:6](=[O:33])[NH:7][C@H:8]([C:18]1[C:23]([C:42]2[CH:50]=[C:49]3[C:45](=[CH:44][CH:43]=2)[CH2:46][NH:47][C:48]3=[O:51])=[CH:22][CH:21]=[C:20]([C:25]#[C:26][C:27]2[CH:28]=[N:29][CH:30]=[N:31][CH:32]=2)[N:19]=1)[CH2:9][C:10]1[CH:15]=[C:14]([F:16])[CH:13]=[C:12]([F:17])[CH:11]=1)([CH3:4])([CH3:3])[CH3:2]. (6) Given the reactants [NH:1]1[C:9]2[C:4](=[CH:5][CH:6]=[CH:7][CH:8]=2)[C:3]2([C:21]3[C:12](=[CH:13][C:14]4[O:19][CH2:18][CH2:17][O:16][C:15]=4[CH:20]=3)[O:11][CH2:10]2)[C:2]1=[O:22].[CH3:23][C:24]1[N:29]=[C:28]([CH2:30]O)[CH:27]=[CH:26][CH:25]=1.C1(P(C2C=CC=CC=2)C2C=CC=CC=2)C=CC=CC=1.N(C(OCC)=O)=NC(OCC)=O, predict the reaction product. The product is: [CH3:30][C:28]1[N:29]=[C:24]([CH2:23][N:1]2[C:9]3[C:4](=[CH:5][CH:6]=[CH:7][CH:8]=3)[C:3]3([C:21]4[C:12](=[CH:13][C:14]5[O:19][CH2:18][CH2:17][O:16][C:15]=5[CH:20]=4)[O:11][CH2:10]3)[C:2]2=[O:22])[CH:25]=[CH:26][CH:27]=1. (7) Given the reactants Br[C:2]1[CH:3]=[C:4]([CH:13]=[CH:14][C:15]=1[O:16][CH3:17])[C:5]([C:7]1[CH:12]=[CH:11][CH:10]=[CH:9][CH:8]=1)=[O:6].[CH3:18][O:19][C:20]1[CH:25]=[CH:24][C:23](B(O)O)=[CH:22][CH:21]=1.COCCOC.C(=O)([O-])[O-].[Na+].[Na+], predict the reaction product. The product is: [CH3:17][O:16][C:15]1[CH:14]=[CH:13][C:4]([C:5]([C:7]2[CH:12]=[CH:11][CH:10]=[CH:9][CH:8]=2)=[O:6])=[CH:3][C:2]=1[C:23]1[CH:24]=[CH:25][C:20]([O:19][CH3:18])=[CH:21][CH:22]=1. (8) The product is: [CH2:18]([O:17][C:15]([C:14](=[CH:1][C:8]1[CH:7]=[CH:6][O:5][CH:9]=1)[CH2:13][C:12]([OH:21])=[O:20])=[O:16])[CH3:19]. Given the reactants [CH3:1]C[O-].[Na+].[O:5]1[CH:9]=[CH:8][CH:7]=[C:6]1C=O.[C:12]([O:21]CC)(=[O:20])[CH2:13][CH2:14][C:15]([O:17][CH2:18][CH3:19])=[O:16], predict the reaction product. (9) Given the reactants [CH3:1][O:2][C:3]1[C:4](OS(C(F)(F)F)(=O)=O)=[CH:5][C:6]2[CH2:15][CH:14]([C:16]([CH3:21])([CH3:20])[CH2:17][O:18][CH3:19])[N:13]3[C:8](=[CH:9][C:10](=[O:27])[C:11]([C:22]([O:24][CH2:25][CH3:26])=[O:23])=[CH:12]3)[C:7]=2[CH:28]=1.C(Cl)Cl.[C:40]([O-])([O-])=[O:41].[Na+].[Na+].C([SiH](CC)CC)C.[C]=O, predict the reaction product. The product is: [CH:40]([C:4]1[C:3]([O:2][CH3:1])=[CH:28][C:7]2[C:8]3[N:13]([CH:14]([C:16]([CH3:20])([CH3:21])[CH2:17][O:18][CH3:19])[CH2:15][C:6]=2[CH:5]=1)[CH:12]=[C:11]([C:22]([O:24][CH2:25][CH3:26])=[O:23])[C:10](=[O:27])[CH:9]=3)=[O:41].